From a dataset of Forward reaction prediction with 1.9M reactions from USPTO patents (1976-2016). Predict the product of the given reaction. Given the reactants [NH2:1][C:2]1[C:10]2[C:5](=[CH:6][CH:7]=[CH:8][C:9]=2[F:11])[C:4]([C:19]2[CH:20]=[C:21]([CH3:27])[C:22](=[O:26])[N:23]([CH3:25])[CH:24]=2)([C:12]2[CH:17]=[CH:16][CH:15]=[C:14](Br)[CH:13]=2)[N:3]=1.[C:28]([C:30]1[CH:31]=[C:32](B(O)O)[CH:33]=[N:34][CH:35]=1)#[N:29].C(=O)([O-])[O-].[K+].[K+].CN(C=O)C, predict the reaction product. The product is: [NH2:1][C:2]1[C:10]2[C:5](=[CH:6][CH:7]=[CH:8][C:9]=2[F:11])[C:4]([C:12]2[CH:13]=[C:14]([C:32]3[CH:33]=[N:34][CH:35]=[C:30]([CH:31]=3)[C:28]#[N:29])[CH:15]=[CH:16][CH:17]=2)([C:19]2[CH:20]=[C:21]([CH3:27])[C:22](=[O:26])[N:23]([CH3:25])[CH:24]=2)[N:3]=1.